From a dataset of Forward reaction prediction with 1.9M reactions from USPTO patents (1976-2016). Predict the product of the given reaction. (1) Given the reactants NS(N)(=O)=O.Cl[CH2:7][CH2:8][CH2:9][S:10]([N:13]1[CH2:18][CH2:17][CH:16]([C:19]2[C:27]3[C:22](=[C:23]([C:33]([NH2:35])=[O:34])[CH:24]=[C:25]([C:28]4[CH:32]=[CH:31][S:30][CH:29]=4)[CH:26]=3)[NH:21][CH:20]=2)[CH2:15][CH2:14]1)(=[O:12])=[O:11].[NH:36]1[CH2:41][CH2:40][CH:39]([OH:42])[CH2:38][CH2:37]1.C([O-])([O-])=O.[K+].[K+], predict the reaction product. The product is: [OH:42][CH:39]1[CH2:40][CH2:41][N:36]([CH2:7][CH2:8][CH2:9][S:10]([N:13]2[CH2:18][CH2:17][CH:16]([C:19]3[C:27]4[C:22](=[C:23]([C:33]([NH2:35])=[O:34])[CH:24]=[C:25]([C:28]5[CH:32]=[CH:31][S:30][CH:29]=5)[CH:26]=4)[NH:21][CH:20]=3)[CH2:15][CH2:14]2)(=[O:12])=[O:11])[CH2:37][CH2:38]1. (2) Given the reactants Br[CH2:2][C:3](Br)=[O:4].[CH2:6]([NH:8][CH2:9][CH3:10])[CH3:7].[NH2:11][C:12]1[CH:17]=[CH:16][CH:15]=[CH:14][CH:13]=1.[CH:18]1[C:27]2[C:22](=[CH:23][CH:24]=[CH:25][CH:26]=2)[CH:21]=[CH:20][C:19]=1[S:28](Cl)(=[O:30])=[O:29], predict the reaction product. The product is: [CH2:6]([N:8]([CH2:9][CH3:10])[C:3](=[O:4])[CH2:2][N:11]([S:28]([C:19]1[CH:20]=[CH:21][C:22]2[C:27](=[CH:26][CH:25]=[CH:24][CH:23]=2)[CH:18]=1)(=[O:30])=[O:29])[C:12]1[CH:17]=[CH:16][CH:15]=[CH:14][CH:13]=1)[CH3:7]. (3) Given the reactants Cl[C:2]1[C:7]([C:8]2[CH:9]=[C:10]3[C:14](=[CH:15][CH:16]=2)[N:13]([CH2:17][O:18][CH2:19][CH2:20][Si:21]([CH3:24])([CH3:23])[CH3:22])[N:12]=[CH:11]3)=[CH:6][CH:5]=[CH:4][N:3]=1.Br[C:26]1[CH:31]=[CH:30][CH:29]=[C:28]([CH:32]([F:34])[F:33])[N:27]=1, predict the reaction product. The product is: [F:33][CH:32]([F:34])[C:28]1[N:27]=[C:26]([C:2]2[C:7]([C:8]3[CH:9]=[C:10]4[C:14](=[CH:15][CH:16]=3)[N:13]([CH2:17][O:18][CH2:19][CH2:20][Si:21]([CH3:24])([CH3:23])[CH3:22])[N:12]=[CH:11]4)=[CH:6][CH:5]=[CH:4][N:3]=2)[CH:31]=[CH:30][CH:29]=1. (4) Given the reactants [Br:1][C:2]1[CH:3]=[CH:4][C:5]([NH:9][CH:10]2[CH2:15][CH2:14][O:13][CH2:12][CH2:11]2)=[C:6]([CH:8]=1)[NH2:7].[C:16]([Cl:19])(=O)[CH3:17], predict the reaction product. The product is: [ClH:19].[Br:1][C:2]1[CH:3]=[CH:4][C:5]2[N:9]([CH:10]3[CH2:15][CH2:14][O:13][CH2:12][CH2:11]3)[C:16]([CH3:17])=[N:7][C:6]=2[CH:8]=1. (5) Given the reactants [CH3:1][O:2][C:3]1[CH:12]=[CH:11][CH:10]=[C:9]2[C:4]=1[CH2:5][CH2:6][CH2:7][CH:8]2O.[NH:14]1[CH:18]=[C:17]([C:19]([O:21][CH:22]([CH3:24])[CH3:23])=[O:20])[N:16]=[CH:15]1.C1(P(C2C=CC=CC=2)C2C=CC=CC=2)C=CC=CC=1.N(C(OC(C)C)=O)=NC(OC(C)C)=O, predict the reaction product. The product is: [CH:22]([O:21][C:19]([C:17]1[N:16]([CH:8]2[C:9]3[C:4](=[C:3]([O:2][CH3:1])[CH:12]=[CH:11][CH:10]=3)[CH2:5][CH2:6][CH2:7]2)[CH:15]=[N:14][CH:18]=1)=[O:20])([CH3:24])[CH3:23]. (6) Given the reactants [CH2:1]([O:4][C:5]1[C:23]([Cl:24])=[CH:22][C:8]([C:9]([NH:11][C@@H:12]([C:18]([CH3:21])([CH3:20])[CH3:19])[CH2:13][S:14]([OH:17])(=[O:16])=[O:15])=[O:10])=[CH:7][C:6]=1[Cl:25])[CH:2]=[CH2:3].NC(CC)CO.C(O)=O, predict the reaction product. The product is: [CH2:1]([O:4][C:5]1[C:6]([Cl:25])=[CH:7][C:8]([C:9]([NH:11][C@H:12]([C:18]([CH3:19])([CH3:20])[CH3:21])[CH2:13][S:14]([OH:17])(=[O:16])=[O:15])=[O:10])=[CH:22][C:23]=1[Cl:24])[CH:2]=[CH2:3]. (7) Given the reactants [CH3:1][S:2]([C:5]1[CH:6]=[C:7]2[C:11](=[CH:12][CH:13]=1)[NH:10][C:9]([C:14]1[CH:19]=[CH:18][N:17]=[CH:16][CH:15]=1)=[CH:8]2)(=[O:4])=[O:3].[H-].[Na+].[F:22][C:23]1[CH:30]=[CH:29][C:26]([CH2:27]Br)=[CH:25][CH:24]=1.O, predict the reaction product. The product is: [F:22][C:23]1[CH:30]=[CH:29][C:26]([CH2:27][N:10]2[C:11]3[C:7](=[CH:6][C:5]([S:2]([CH3:1])(=[O:3])=[O:4])=[CH:13][CH:12]=3)[CH:8]=[C:9]2[C:14]2[CH:19]=[CH:18][N:17]=[CH:16][CH:15]=2)=[CH:25][CH:24]=1. (8) The product is: [C:4]1([CH3:28])[CH:5]=[CH:6][C:7]([S:10]([N:13]2[CH:21]3[CH:16]([CH2:17][CH2:18][CH2:19][CH2:20]3)[CH2:15][C:14]2=[O:27])(=[O:12])=[O:11])=[CH:8][CH:9]=1. Given the reactants [Cl-].[Na+].O.[C:4]1([CH3:28])[CH:9]=[CH:8][C:7]([S:10]([N:13]2[CH:21]3[CH:16]([CH2:17][CH2:18][CH2:19][CH2:20]3)[CH:15](C(OCC)=O)[C:14]2=[O:27])(=[O:12])=[O:11])=[CH:6][CH:5]=1, predict the reaction product.